Dataset: Full USPTO retrosynthesis dataset with 1.9M reactions from patents (1976-2016). Task: Predict the reactants needed to synthesize the given product. (1) Given the product [CH3:1][O:2][C:3]([C:5]1[S:6][C:7]2[C:8](=[O:24])[CH2:9][O:10][C:11]3[CH:18]=[CH:17][C:16]([Br:19])=[CH:15][C:12]=3[C:13]=2[N:14]=1)=[O:4], predict the reactants needed to synthesize it. The reactants are: [CH3:1][O:2][C:3]([C:5]1[S:6][C:7]2[C:8](Br)(Br)[CH2:9][O:10][C:11]3[CH:18]=[CH:17][C:16]([Br:19])=[CH:15][C:12]=3[C:13]=2[N:14]=1)=[O:4].CC(C)=[O:24]. (2) Given the product [F:21][C@H:9]1[C@@H:8]([N:6]2[CH2:5][C:4]([CH2:3][C:1]#[N:2])([N:22]3[CH:26]=[C:25]([C:27]4[C:28]5[CH:35]=[CH:34][N:33]([CH2:36][O:37][CH2:38][CH2:39][Si:40]([CH3:43])([CH3:42])[CH3:41])[C:29]=5[N:30]=[CH:31][N:32]=4)[CH:24]=[N:23]3)[CH2:7]2)[CH2:13][CH2:12][NH:11][CH2:10]1, predict the reactants needed to synthesize it. The reactants are: [C:1]([CH:3]=[C:4]1[CH2:7][N:6]([C@H:8]2[CH2:13][CH2:12][N:11](C(OC(C)(C)C)=O)[CH2:10][C@H:9]2[F:21])[CH2:5]1)#[N:2].[NH:22]1[CH:26]=[C:25]([C:27]2[C:28]3[CH:35]=[CH:34][N:33]([CH2:36][O:37][CH2:38][CH2:39][Si:40]([CH3:43])([CH3:42])[CH3:41])[C:29]=3[N:30]=[CH:31][N:32]=2)[CH:24]=[N:23]1.N12CCCN=C1CCCCC2. (3) Given the product [CH2:55]([O:54][C:52]([C:47]1[C:46]([C:43](=[O:45])[NH:44][C:58]2[CH:63]=[CH:62][N:61]3[CH:64]=[C:65]([C:67]4[CH:72]=[CH:71][C:70]([F:73])=[CH:69][CH:68]=4)[N:66]=[C:60]3[CH:59]=2)=[N:50][N:49]([CH3:1])[CH:48]=1)=[O:53])[CH3:56], predict the reactants needed to synthesize it. The reactants are: [CH3:1]C1(C)C2C(=C(P(C3C=CC=CC=3)C3C=CC=CC=3)C=CC=2)OC2C(P(C3C=CC=CC=3)C3C=CC=CC=3)=CC=CC1=2.[C:43]([C:46]1[N:50](C)[N:49]=[CH:48][C:47]=1[C:52]([O:54][CH2:55][CH3:56])=[O:53])(=[O:45])[NH2:44].Br[C:58]1[CH:63]=[CH:62][N:61]2[CH:64]=[C:65]([C:67]3[CH:72]=[CH:71][C:70]([F:73])=[CH:69][CH:68]=3)[N:66]=[C:60]2[CH:59]=1.C(=O)([O-])[O-].[K+].[K+]. (4) Given the product [N:1]1[CH:6]=[CH:5][C:4]([CH2:7][CH2:8][CH2:9][NH:10][C:18](=[O:19])[O:20][C:21]([CH3:24])([CH3:23])[CH3:22])=[CH:3][CH:2]=1, predict the reactants needed to synthesize it. The reactants are: [N:1]1[CH:6]=[CH:5][C:4]([CH2:7][CH2:8][CH2:9][NH2:10])=[CH:3][CH:2]=1.C(N(CC)CC)C.[C:18](O[C:18]([O:20][C:21]([CH3:24])([CH3:23])[CH3:22])=[O:19])([O:20][C:21]([CH3:24])([CH3:23])[CH3:22])=[O:19].O. (5) Given the product [CH:1]1[C:2]([CH2:10][C@@H:11]([NH2:28])[CH2:12][C:13]([N:15]2[CH2:27][C:19]3=[N:20][N:21]=[C:22]([C:23]([F:26])([F:25])[F:24])[N:18]3[CH2:17][CH2:16]2)=[O:14])=[C:3]([F:9])[CH:4]=[C:5]([F:8])[C:6]=1[F:7].[C:29]([O-:34])(=[O:33])[CH:30]([CH3:32])[OH:31], predict the reactants needed to synthesize it. The reactants are: [CH:1]1[C:2]([CH2:10][C@@H:11]([NH2:28])[CH2:12][C:13]([N:15]2[CH2:27][C:19]3=[N:20][N:21]=[C:22]([C:23]([F:26])([F:25])[F:24])[N:18]3[CH2:17][CH2:16]2)=[O:14])=[C:3]([F:9])[CH:4]=[C:5]([F:8])[C:6]=1[F:7].[C:29]([OH:34])(=[O:33])[CH:30]([CH3:32])[OH:31]. (6) The reactants are: [F:1][C:2]1[CH:7]=[C:6]([O:8][CH3:9])[CH:5]=[CH:4][C:3]=1[O:10][CH3:11].[Li]CCCC.Cl[C:18]([O:20][CH2:21][CH3:22])=[O:19]. Given the product [F:1][C:2]1[C:3]([O:10][CH3:11])=[CH:4][CH:5]=[C:6]([O:8][CH3:9])[C:7]=1[C:18]([O:20][CH2:21][CH3:22])=[O:19], predict the reactants needed to synthesize it. (7) Given the product [C:1]([O:5][C:6]([N:8]1[C:16]2[C:11](=[CH:12][CH:13]=[CH:14][CH:15]=2)[C:10]([CH2:17][CH:18]([NH:22][C:23](=[O:57])[CH:24]([NH:33][C:34](=[O:56])[CH:35]([S:36][C:37]([C:44]2[CH:45]=[CH:46][CH:47]=[CH:48][CH:49]=2)([C:50]2[CH:55]=[CH:54][CH:53]=[CH:52][CH:51]=2)[C:38]2[CH:39]=[CH:40][CH:41]=[CH:42][CH:43]=2)[CH2:64][C:58]2[CH:63]=[CH:62][CH:61]=[CH:60][CH:59]=2)[CH2:25][C:26]([O:28][C:29]([CH3:31])([CH3:30])[CH3:32])=[O:27])[C:19]([OH:21])=[O:20])=[CH:9]1)=[O:7])([CH3:2])([CH3:3])[CH3:4], predict the reactants needed to synthesize it. The reactants are: [C:1]([O:5][C:6]([N:8]1[C:16]2[C:11](=[CH:12][CH:13]=[CH:14][CH:15]=2)[C:10]([CH2:17][CH:18]([NH:22][C:23](=[O:57])[CH:24]([NH:33][C:34](=[O:56])[CH2:35][S:36][C:37]([C:50]2[CH:55]=[CH:54][CH:53]=[CH:52][CH:51]=2)([C:44]2[CH:49]=[CH:48][CH:47]=[CH:46][CH:45]=2)[C:38]2[CH:43]=[CH:42][CH:41]=[CH:40][CH:39]=2)[CH2:25][C:26]([O:28][C:29]([CH3:32])([CH3:31])[CH3:30])=[O:27])[C:19]([OH:21])=[O:20])=[CH:9]1)=[O:7])([CH3:4])([CH3:3])[CH3:2].[C:58]1([CH2:64]C(S[C:64](C2C=CC=CC=2)(C2C=CC=CC=2)[C:58]2[CH:63]=[CH:62][CH:61]=[CH:60][CH:59]=2)C(O)=O)[CH:63]=[CH:62][CH:61]=[CH:60][CH:59]=1.CC(C)N=C=NC(C)C.C1C=CC2N(O)N=NC=2C=1.